This data is from Full USPTO retrosynthesis dataset with 1.9M reactions from patents (1976-2016). The task is: Predict the reactants needed to synthesize the given product. (1) Given the product [CH3:78][O:79][C:80](=[O:89])[CH2:81][C:82]1[CH:83]=[C:84]([C:46]2[CH:47]=[CH:48][C:43]([C:40]([CH2:41][CH3:42])([C:59]3[CH:64]=[CH:63][C:62](/[CH:65]=[CH:66]/[C:67]([OH:72])([C:73]([F:75])([F:76])[F:74])[C:68]([F:71])([F:70])[F:69])=[C:61]([CH3:77])[CH:60]=3)[CH2:38][CH3:39])=[CH:44][C:45]=2[CH3:58])[CH:85]=[CH:86][CH:87]=1, predict the reactants needed to synthesize it. The reactants are: C1(P(C2CCCCC2)C2C=CC=CC=2C2C(OC)=CC=CC=2OC)CCCCC1.P([O-])([O-])([O-])=O.[K+].[K+].[K+].[CH2:38]([C:40]([C:59]1[CH:64]=[CH:63][C:62](/[CH:65]=[CH:66]/[C:67]([C:73]([F:76])([F:75])[F:74])([OH:72])[C:68]([F:71])([F:70])[F:69])=[C:61]([CH3:77])[CH:60]=1)([C:43]1[CH:48]=[CH:47][C:46](B2OC(C)(C)C(C)(C)O2)=[C:45]([CH3:58])[CH:44]=1)[CH2:41][CH3:42])[CH3:39].[CH3:78][O:79][C:80](=[O:89])[CH2:81][C:82]1[CH:87]=[CH:86][CH:85]=[C:84](Br)[CH:83]=1. (2) Given the product [CH:1]([O:4][C:5]1[N:10]=[CH:9][C:8]([C@@H:11]([NH:13][S@@:14]([C:16]([CH3:19])([CH3:17])[CH3:18])=[O:15])[CH3:12])=[CH:7][CH:6]=1)([CH3:3])[CH3:2], predict the reactants needed to synthesize it. The reactants are: [CH:1]([O:4][C:5]1[N:10]=[CH:9][C:8]([C:11](=[N:13][S@@:14]([C:16]([CH3:19])([CH3:18])[CH3:17])=[O:15])[CH3:12])=[CH:7][CH:6]=1)([CH3:3])[CH3:2].CCC(C)[BH-](C(C)CC)C(C)CC.[Li+].[NH4+].[Cl-].